From a dataset of NCI-60 drug combinations with 297,098 pairs across 59 cell lines. Regression. Given two drug SMILES strings and cell line genomic features, predict the synergy score measuring deviation from expected non-interaction effect. (1) Drug 1: C1CC(=O)NC(=O)C1N2C(=O)C3=CC=CC=C3C2=O. Drug 2: CC12CCC3C(C1CCC2OP(=O)(O)O)CCC4=C3C=CC(=C4)OC(=O)N(CCCl)CCCl.[Na+]. Cell line: SF-539. Synergy scores: CSS=0.0635, Synergy_ZIP=10.4, Synergy_Bliss=-4.39, Synergy_Loewe=-46.8, Synergy_HSA=-31.1. (2) Drug 1: COC1=NC(=NC2=C1N=CN2C3C(C(C(O3)CO)O)O)N. Drug 2: CC1C(C(CC(O1)OC2CC(CC3=C2C(=C4C(=C3O)C(=O)C5=CC=CC=C5C4=O)O)(C(=O)C)O)N)O. Cell line: SF-268. Synergy scores: CSS=33.8, Synergy_ZIP=-0.727, Synergy_Bliss=-1.21, Synergy_Loewe=-21.0, Synergy_HSA=-0.488. (3) Drug 1: CC1OCC2C(O1)C(C(C(O2)OC3C4COC(=O)C4C(C5=CC6=C(C=C35)OCO6)C7=CC(=C(C(=C7)OC)O)OC)O)O. Drug 2: C1=CN(C=N1)CC(O)(P(=O)(O)O)P(=O)(O)O. Cell line: SK-MEL-28. Synergy scores: CSS=1.76, Synergy_ZIP=-6.60, Synergy_Bliss=-14.3, Synergy_Loewe=-15.3, Synergy_HSA=-14.1. (4) Drug 1: C1CCN(CC1)CCOC2=CC=C(C=C2)C(=O)C3=C(SC4=C3C=CC(=C4)O)C5=CC=C(C=C5)O. Drug 2: CC1=C(C(=O)C2=C(C1=O)N3CC4C(C3(C2COC(=O)N)OC)N4)N. Cell line: NCIH23. Synergy scores: CSS=33.9, Synergy_ZIP=1.13, Synergy_Bliss=1.62, Synergy_Loewe=-31.9, Synergy_HSA=-1.54. (5) Drug 1: CC1CCC2CC(C(=CC=CC=CC(CC(C(=O)C(C(C(=CC(C(=O)CC(OC(=O)C3CCCCN3C(=O)C(=O)C1(O2)O)C(C)CC4CCC(C(C4)OC)O)C)C)O)OC)C)C)C)OC. Drug 2: CC(C)NC(=O)C1=CC=C(C=C1)CNNC.Cl. Cell line: MCF7. Synergy scores: CSS=10.9, Synergy_ZIP=-7.09, Synergy_Bliss=0.939, Synergy_Loewe=-22.5, Synergy_HSA=1.20. (6) Drug 1: CC1=C(C=C(C=C1)NC2=NC=CC(=N2)N(C)C3=CC4=NN(C(=C4C=C3)C)C)S(=O)(=O)N.Cl. Drug 2: C1CCC(CC1)NC(=O)N(CCCl)N=O. Cell line: 786-0. Synergy scores: CSS=29.2, Synergy_ZIP=5.42, Synergy_Bliss=6.96, Synergy_Loewe=-2.26, Synergy_HSA=7.14.